This data is from Catalyst prediction with 721,799 reactions and 888 catalyst types from USPTO. The task is: Predict which catalyst facilitates the given reaction. (1) Reactant: Cl[N:2]([C:13](=[O:23])[C:14]1[CH:19]=[CH:18][CH:17]=[C:16]([N+:20]([O-])=O)[CH:15]=1)[C:3]1[CH:11]=[CH:10][C:9]([I:12])=[CH:8][C:4]=1[C:5]([OH:7])=[O:6].[OH-].[Na+].[ClH:26]. Product: [NH2:20][C:16]1[CH:15]=[C:14]([CH:19]=[CH:18][C:17]=1[Cl:26])[C:13]([NH:2][C:3]1[CH:11]=[CH:10][C:9]([I:12])=[CH:8][C:4]=1[C:5]([OH:7])=[O:6])=[O:23]. The catalyst class is: 15. (2) Reactant: Cl[C:2]1[N:7]=[CH:6][C:5]([CH3:8])=[CH:4][N:3]=1.C(=O)([O-])[O-].[Cs+].[Cs+].[CH:15]1([C:18]2[CH:19]=[C:20]([N+:27]([O-:29])=[O:28])[CH:21]=[C:22]3[C:26]=2[NH:25][CH:24]=[CH:23]3)[CH2:17][CH2:16]1. Product: [CH:15]1([C:18]2[CH:19]=[C:20]([N+:27]([O-:29])=[O:28])[CH:21]=[C:22]3[C:26]=2[N:25]([C:2]2[N:7]=[CH:6][C:5]([CH3:8])=[CH:4][N:3]=2)[CH:24]=[CH:23]3)[CH2:17][CH2:16]1. The catalyst class is: 3.